This data is from Peptide-MHC class I binding affinity with 185,985 pairs from IEDB/IMGT. The task is: Regression. Given a peptide amino acid sequence and an MHC pseudo amino acid sequence, predict their binding affinity value. This is MHC class I binding data. (1) The binding affinity (normalized) is 0.372. The MHC is HLA-A24:03 with pseudo-sequence HLA-A24:03. The peptide sequence is YATVAGHEG. (2) The peptide sequence is MTRVTNNVY. The MHC is HLA-B48:01 with pseudo-sequence HLA-B48:01. The binding affinity (normalized) is 0.0847. (3) The peptide sequence is VSDTTVLLH. The MHC is HLA-A11:01 with pseudo-sequence HLA-A11:01. The binding affinity (normalized) is 0.763. (4) The peptide sequence is WLSVIWMMWY. The MHC is HLA-A02:02 with pseudo-sequence HLA-A02:02. The binding affinity (normalized) is 0.246. (5) The peptide sequence is LVPFVQWFV. The MHC is HLA-A02:07 with pseudo-sequence HLA-A02:07. The binding affinity (normalized) is 0.276. (6) The binding affinity (normalized) is 0.811. The peptide sequence is ITPPIITEA. The MHC is Mamu-A01 with pseudo-sequence Mamu-A01.